From a dataset of Reaction yield outcomes from USPTO patents with 853,638 reactions. Predict the reaction yield, written as a fraction of the theoretical maximum amount of product (1.0 means a 100% yield; for example, 0.34 means a 34% yield). (1) The reactants are [ClH:1].[CH3:2][O:3][C:4](=[O:31])[CH2:5][C@H:6]1[CH2:11][CH2:10][C@H:9]([C:12]2[CH:17]=[CH:16][C:15]([NH:18][C:19](=[O:30])[CH2:20][CH2:21][NH:22]C(OC(C)(C)C)=O)=[CH:14][CH:13]=2)[CH2:8][CH2:7]1. The catalyst is O1CCOCC1.C(OCC)(=O)C. The product is [ClH:1].[CH3:2][O:3][C:4](=[O:31])[CH2:5][C@H:6]1[CH2:7][CH2:8][C@H:9]([C:12]2[CH:13]=[CH:14][C:15]([NH:18][C:19](=[O:30])[CH2:20][CH2:21][NH2:22])=[CH:16][CH:17]=2)[CH2:10][CH2:11]1. The yield is 0.910. (2) The reactants are [Cl:1][C:2]1[CH:7]=[CH:6][C:5]([CH:8]=[CH:9][S:10]([NH:13][C:14]2[CH:19]=[CH:18][C:17]([CH3:20])=[CH:16][C:15]=2[S:21]([NH2:24])(=[O:23])=[O:22])(=[O:12])=[O:11])=[C:4]([O:25][CH3:26])[CH:3]=1. The catalyst is [Pd].C(OCC)(=O)C. The product is [Cl:1][C:2]1[CH:7]=[CH:6][C:5]([CH2:8][CH2:9][S:10]([NH:13][C:14]2[CH:19]=[CH:18][C:17]([CH3:20])=[CH:16][C:15]=2[S:21]([NH2:24])(=[O:22])=[O:23])(=[O:12])=[O:11])=[C:4]([O:25][CH3:26])[CH:3]=1. The yield is 0.570. (3) The product is [ClH:46].[ClH:52].[O:1]([C:8]1[C:9]([NH:24][C:25]2[S:26][CH:27]=[C:28]([CH:30]3[CH2:35][CH2:34][N:33]([C:43](=[O:45])[CH3:44])[CH2:32][CH2:31]3)[N:29]=2)=[N:10][CH:11]=[C:12]([S:14][C:15]2[CH:20]=[CH:19][N:18]=[C:17]3[CH:21]=[CH:22][S:23][C:16]=23)[CH:13]=1)[C:2]1[CH:7]=[CH:6][CH:5]=[CH:4][CH:3]=1. The reactants are [O:1]([C:8]1[C:9]([NH:24][C:25]2[S:26][CH:27]=[C:28]([CH:30]3[CH2:35][CH2:34][NH:33][CH2:32][CH2:31]3)[N:29]=2)=[N:10][CH:11]=[C:12]([S:14][C:15]2[CH:20]=[CH:19][N:18]=[C:17]3[CH:21]=[CH:22][S:23][C:16]=23)[CH:13]=1)[C:2]1[CH:7]=[CH:6][CH:5]=[CH:4][CH:3]=1.C(N(CC)CC)C.[C:43]([Cl:46])(=[O:45])[CH3:44].C([O-])(O)=O.[Na+].[ClH:52]. The catalyst is C1COCC1. The yield is 0.359. (4) The reactants are [Br:1][C:2]1[C:3]([NH:9][NH2:10])=[N:4][C:5]([Cl:8])=[N:6][CH:7]=1.Cl.[N:12]([O-])=O.[Na+]. The catalyst is O. The product is [Br:1][C:2]1[C:3]2[N:4]([N:12]=[N:10][N:9]=2)[C:5]([Cl:8])=[N:6][CH:7]=1. The yield is 0.720. (5) The reactants are CCN=C=NCCCN(C)C.[C:12]([C:15]1[O:19][C:18]([C:20]2[CH:21]=[C:22]([S:26]([NH2:29])(=[O:28])=[O:27])[CH:23]=[CH:24][CH:25]=2)=[CH:17][CH:16]=1)(=[O:14])[CH3:13].[C:30]1([CH2:36][CH2:37][CH2:38][C:39](O)=[O:40])[CH:35]=[CH:34][CH:33]=[CH:32][CH:31]=1. The catalyst is CN(C1C=CN=CC=1)C.ClCCl. The product is [C:12]([C:15]1[O:19][C:18]([C:20]2[CH:21]=[C:22]([S:26]([NH:29][C:39](=[O:40])[CH2:38][CH2:37][CH2:36][C:30]3[CH:35]=[CH:34][CH:33]=[CH:32][CH:31]=3)(=[O:27])=[O:28])[CH:23]=[CH:24][CH:25]=2)=[CH:17][CH:16]=1)(=[O:14])[CH3:13]. The yield is 0.750.